From a dataset of Catalyst prediction with 721,799 reactions and 888 catalyst types from USPTO. Predict which catalyst facilitates the given reaction. (1) Reactant: [CH:1]1([CH2:4][N:5]2[C:10]([CH:11]=[N:12][N:13]([CH3:15])[CH3:14])=[CH:9][C:8](=[O:16])[N:7]([CH2:17][CH:18]3[CH2:20][CH2:19]3)[C:6]2=[O:21])[CH2:3][CH2:2]1.[C:22]([O:26][CH3:27])(=[O:25])[CH:23]=[CH2:24]. Product: [CH:1]1([CH2:4][N:5]2[C:10]([CH:11]=[N:12][N:13]([CH3:15])[CH3:14])=[C:9](/[CH:24]=[CH:23]/[C:22]([O:26][CH3:27])=[O:25])[C:8](=[O:16])[N:7]([CH2:17][CH:18]3[CH2:20][CH2:19]3)[C:6]2=[O:21])[CH2:2][CH2:3]1. The catalyst class is: 524. (2) Reactant: [CH3:1][C:2]([O:5][C:6]([N:8]([CH2:13][C:14]1[CH:19]=[CH:18][CH:17]=[CH:16][CH:15]=1)[CH2:9][C:10]([OH:12])=O)=[O:7])([CH3:4])[CH3:3].CCN(C(C)C)C(C)C.CN(C(ON1N=NC2C=CC=CC1=2)=[N+](C)C)C.[B-](F)(F)(F)F.[C:51]1([CH2:57][NH:58][CH2:59][CH:60]=[CH2:61])[CH:56]=[CH:55][CH:54]=[CH:53][CH:52]=1. Product: [O:12]=[C:10]([N:58]([CH2:57][C:51]1[CH:56]=[CH:55][CH:54]=[CH:53][CH:52]=1)[CH2:59][CH:60]=[CH2:61])[CH2:9][N:8]([CH2:13][C:14]1[CH:19]=[CH:18][CH:17]=[CH:16][CH:15]=1)[C:6](=[O:7])[O:5][C:2]([CH3:1])([CH3:3])[CH3:4]. The catalyst class is: 39. (3) Reactant: C[O:2][C:3]1[CH:8]=[CH:7][C:6]([C:9]2[C:10]([CH3:26])=[N:11][N:12]([CH3:25])[C:13]=2[C:14]2[CH:24]=[CH:23][C:17]3[O:18][CH2:19][C:20](=[O:22])[NH:21][C:16]=3[CH:15]=2)=[CH:5][CH:4]=1.B(Br)(Br)Br. Product: [OH:2][C:3]1[CH:8]=[CH:7][C:6]([C:9]2[C:10]([CH3:26])=[N:11][N:12]([CH3:25])[C:13]=2[C:14]2[CH:24]=[CH:23][C:17]3[O:18][CH2:19][C:20](=[O:22])[NH:21][C:16]=3[CH:15]=2)=[CH:5][CH:4]=1. The catalyst class is: 2.